Dataset: Reaction yield outcomes from USPTO patents with 853,638 reactions. Task: Predict the reaction yield, written as a fraction of the theoretical maximum amount of product (1.0 means a 100% yield; for example, 0.34 means a 34% yield). (1) The reactants are Cl.[NH2:2][CH:3]1[C:12]2[CH:11]=[C:10]([OH:13])[CH:9]=[CH:8][C:7]=2[CH2:6][CH2:5][CH2:4]1.C(N(CC)C(C)C)(C)C.[C:23]([O:27][C:28](O[C:28]([O:27][C:23]([CH3:26])([CH3:25])[CH3:24])=[O:29])=[O:29])([CH3:26])([CH3:25])[CH3:24]. The catalyst is C(Cl)Cl.C(OCC)(=O)C. The product is [OH:13][C:10]1[CH:11]=[C:12]2[C:7]([CH2:6][CH2:5][CH2:4][CH:3]2[NH:2][C:28](=[O:29])[O:27][C:23]([CH3:26])([CH3:25])[CH3:24])=[CH:8][CH:9]=1. The yield is 0.760. (2) The reactants are [NH:1]1[CH2:6][CH2:5][CH2:4][CH2:3][CH2:2]1.[F:7][C:8]1[C:9](=[O:45])[N:10]([CH2:20][CH2:21][CH:22]([F:44])[CH2:23][N:24]2[CH:28]=[C:27]([C:29](=[O:43])[NH:30][CH2:31][C:32]3[CH:37]=[CH:36][CH:35]=[C:34]([O:38][C:39]([F:42])([F:41])[F:40])[CH:33]=3)[N:26]=[N:25]2)[CH:11]=[CH:12][C:13]=1[NH:14][C:15](=[O:19])[C:16]([O-])=[O:17].[Li+].CN(C(ON1N=NC2C=CC=NC1=2)=[N+](C)C)C.F[P-](F)(F)(F)(F)F.CCN(C(C)C)C(C)C. The catalyst is CN(C=O)C. The product is [F:44][CH:22]([CH2:21][CH2:20][N:10]1[CH:11]=[CH:12][C:13]([NH:14][C:15](=[O:19])[C:16](=[O:17])[N:1]2[CH2:6][CH2:5][CH2:4][CH2:3][CH2:2]2)=[C:8]([F:7])[C:9]1=[O:45])[CH2:23][N:24]1[CH:28]=[C:27]([C:29]([NH:30][CH2:31][C:32]2[CH:37]=[CH:36][CH:35]=[C:34]([O:38][C:39]([F:41])([F:42])[F:40])[CH:33]=2)=[O:43])[N:26]=[N:25]1. The yield is 0.250. (3) The reactants are CN(C(/N=N/C(N(C)C)=O)=O)C.C(OC([N:20]1[CH2:25][CH2:24][N:23]([C:26]2[C:27]([O:32][CH2:33][CH2:34][OH:35])=[N:28][CH:29]=[CH:30][N:31]=2)[CH2:22][CH2:21]1)=O)(C)(C)C.O[C:37]1[CH:46]=[CH:45][CH:44]=[C:43]2[C:38]=1[N:39]=[CH:40][CH:41]=[N:42]2.C1C=CC(P(C2C=CC=CC=2)C2C=CC=CC=2)=CC=1.[ClH:66]. The catalyst is C1COCC1. The product is [ClH:66].[N:23]1([C:26]2[C:27]([O:32][CH2:33][CH2:34][O:35][C:37]3[CH:46]=[CH:45][CH:44]=[C:43]4[C:38]=3[N:39]=[CH:40][CH:41]=[N:42]4)=[N:28][CH:29]=[CH:30][N:31]=2)[CH2:22][CH2:21][NH:20][CH2:25][CH2:24]1. The yield is 0.760. (4) The reactants are [Si:1]([O:8][C@H:9]1[CH2:13][N:12]([CH3:14])[C@H:11]([C:15](OC)=[O:16])[CH2:10]1)([C:4]([CH3:7])([CH3:6])[CH3:5])([CH3:3])[CH3:2].[H-].C([Al+]CC(C)C)C(C)C. The catalyst is ClCCl. The product is [Si:1]([O:8][C@H:9]1[CH2:13][N:12]([CH3:14])[C@H:11]([CH2:15][OH:16])[CH2:10]1)([C:4]([CH3:7])([CH3:6])[CH3:5])([CH3:3])[CH3:2]. The yield is 0.500. (5) The reactants are [CH3:1][CH:2]1[CH2:7][CH2:6][NH:5][CH2:4][CH2:3]1.[C:8]([N:15]1[CH2:20][CH2:19][C:18](=O)[CH2:17][CH2:16]1)([O:10][C:11]([CH3:14])([CH3:13])[CH3:12])=[O:9].CC(O)=O.C(O[BH-](OC(=O)C)OC(=O)C)(=O)C.[Na+].C([O-])([O-])=O.[K+].[K+].C([O-])([O-])=O.[Na+].[Na+]. The catalyst is C1COCC1.C(Cl)Cl. The product is [CH3:1][CH:2]1[CH2:7][CH2:6][N:5]([CH:18]2[CH2:19][CH2:20][N:15]([C:8]([O:10][C:11]([CH3:14])([CH3:13])[CH3:12])=[O:9])[CH2:16][CH2:17]2)[CH2:4][CH2:3]1. The yield is 0.770. (6) The reactants are Cl[C:2]1[N:13]=[CH:12][CH:11]=[CH:10][C:3]=1[C:4]([O:6][CH:7]([CH3:9])[CH3:8])=[O:5].[NH:14]1[CH2:18][CH2:17][C@H:16]([NH:19][C:20](=[O:26])[O:21][C:22]([CH3:25])([CH3:24])[CH3:23])[CH2:15]1.CCN(CC)CC. The catalyst is C1COCC1. The product is [CH3:25][C:22]([O:21][C:20]([NH:19][C@H:16]1[CH2:17][CH2:18][N:14]([C:2]2[C:3]([C:4]([O:6][CH:7]([CH3:9])[CH3:8])=[O:5])=[CH:10][CH:11]=[CH:12][N:13]=2)[CH2:15]1)=[O:26])([CH3:23])[CH3:24]. The yield is 1.00. (7) The reactants are Cl[C:2]1[C:7]([Cl:8])=[N:6][CH:5]=[CH:4][N:3]=1.[CH2:9]([N:16]1[CH2:21][CH2:20][NH:19][CH:18]([CH3:22])[CH2:17]1)[C:10]1[CH:15]=[CH:14][CH:13]=[CH:12][CH:11]=1.C([O-])([O-])=O.[K+].[K+]. The catalyst is C(#N)C.CCOCC. The product is [Cl:8][C:7]1[C:2]([N:19]2[CH2:20][CH2:21][N:16]([CH2:9][C:10]3[CH:11]=[CH:12][CH:13]=[CH:14][CH:15]=3)[CH2:17][CH:18]2[CH3:22])=[N:3][CH:4]=[CH:5][N:6]=1. The yield is 0.280. (8) The reactants are [Br-].[C:2]1(C([PH3+])(C2C=CC=CC=2)C2C=CC=CC=2)C=CC=CC=1.C1COCC1.C([Li])CCC.[CH3:32][CH:33]([CH2:40][CH2:41][CH2:42][CH:43]([CH3:50])[CH2:44][CH2:45][CH2:46][CH:47]([CH3:49])[CH3:48])[CH2:34][CH2:35][CH2:36][C:37](=O)[CH3:38]. The catalyst is O. The product is [CH3:48][C:47]([CH2:46][CH2:45][CH2:44][CH:43]([CH3:50])[CH2:42][CH2:41][CH2:40][CH:33]([CH3:32])[CH2:34][CH2:35][CH2:36][CH:37]([CH3:2])[CH3:38])=[CH2:49]. The yield is 0.800. (9) The reactants are [N:1]1[CH:6]=[CH:5][CH:4]=[C:3]([C:7]2[C:15]3[O:14][CH:13]([CH2:16][NH2:17])[CH2:12][C:11]=3[CH:10]=[CH:9][CH:8]=2)[CH:2]=1.C(N(C(C)C)CC)(C)C.Cl[C:28]([O:30][CH2:31][C:32]1[CH:37]=[CH:36][CH:35]=[CH:34][CH:33]=1)=[O:29]. No catalyst specified. The product is [CH2:31]([O:30][C:28](=[O:29])[NH:17][CH2:16][CH:13]1[CH2:12][C:11]2[CH:10]=[CH:9][CH:8]=[C:7]([C:3]3[CH:2]=[N:1][CH:6]=[CH:5][CH:4]=3)[C:15]=2[O:14]1)[C:32]1[CH:37]=[CH:36][CH:35]=[CH:34][CH:33]=1. The yield is 0.570.